From a dataset of Acute oral toxicity (LD50) regression data from Zhu et al.. Regression/Classification. Given a drug SMILES string, predict its toxicity properties. Task type varies by dataset: regression for continuous values (e.g., LD50, hERG inhibition percentage) or binary classification for toxic/non-toxic outcomes (e.g., AMES mutagenicity, cardiotoxicity, hepatotoxicity). Dataset: ld50_zhu. (1) The molecule is CC1CCCOC1=O. The rat oral LD50 is 0.944, given as -log10 of the dose in mol/kg body weight (higher means more acutely toxic). (2) The drug is CC(Cc1ccccc1)NC(C#N)c1ccccc1. The rat oral LD50 is 3.82, given as -log10 of the dose in mol/kg body weight (higher means more acutely toxic).